From a dataset of Full USPTO retrosynthesis dataset with 1.9M reactions from patents (1976-2016). Predict the reactants needed to synthesize the given product. (1) Given the product [Cl:30][C:24]1[CH:25]=[CH:26][C:27]([Cl:29])=[CH:28][C:23]=1[C:22]([NH:21][CH2:20][C:19]([NH:18][C@H:13]([B:12]1[O:3][C@@H:2]([CH3:4])[C:1](=[O:6])[O:5]1)[CH2:14][CH:15]([CH3:17])[CH3:16])=[O:32])=[O:31], predict the reactants needed to synthesize it. The reactants are: [C:1]([OH:6])(=[O:5])[C@H:2]([CH3:4])[OH:3].O1[B:12]([C@@H:13]([NH:18][C:19](=[O:32])[CH2:20][NH:21][C:22](=[O:31])[C:23]2[CH:28]=[C:27]([Cl:29])[CH:26]=[CH:25][C:24]=2[Cl:30])[CH2:14][CH:15]([CH3:17])[CH3:16])O[B:12]([C@@H:13]([NH:18][C:19](=[O:32])[CH2:20][NH:21][C:22](=[O:31])[C:23]2[CH:28]=[C:27]([Cl:29])[CH:26]=[CH:25][C:24]=2[Cl:30])[CH2:14][CH:15]([CH3:17])[CH3:16])O[B:12]1[C@@H:13]([NH:18][C:19](=[O:32])[CH2:20][NH:21][C:22](=[O:31])[C:23]1[CH:28]=[C:27]([Cl:29])[CH:26]=[CH:25][C:24]=1[Cl:30])[CH2:14][CH:15]([CH3:17])[CH3:16].CCCCCCC. (2) Given the product [C:1]([O:5][C:6](=[O:20])[C:7]([CH3:8])([S:9][C:10]1[CH:11]=[CH:12][C:13]([C:14]([O:16][CH2:32][C:30]2[CH:29]=[N:28][N:27]([CH2:26][C:25]3[CH:34]=[CH:35][C:22]([CH3:21])=[CH:23][CH:24]=3)[CH:31]=2)=[O:15])=[CH:17][CH:18]=1)[CH3:19])([CH3:2])([CH3:3])[CH3:4], predict the reactants needed to synthesize it. The reactants are: [C:1]([O:5][C:6](=[O:20])[C:7]([CH3:19])([S:9][C:10]1[CH:18]=[CH:17][C:13]([C:14]([OH:16])=[O:15])=[CH:12][CH:11]=1)[CH3:8])([CH3:4])([CH3:3])[CH3:2].[CH3:21][C:22]1[CH:35]=[CH:34][C:25]([CH2:26][N:27]2[CH:31]=[C:30]([CH2:32]O)[CH:29]=[N:28]2)=[CH:24][CH:23]=1.C1(N=C=NC2CCCCC2)CCCCC1. (3) The reactants are: [Br:1][C:2]1[CH:3]=[CH:4][C:5]([F:21])=[C:6]([C@:8]2([CH3:20])[C:14]([F:16])([F:15])[C:13]([CH3:18])([CH3:17])[O:12][CH2:11][C:10](=S)[NH:9]2)[CH:7]=1.[NH3:22].C(OO)(C)(C)C. Given the product [Br:1][C:2]1[CH:3]=[CH:4][C:5]([F:21])=[C:6]([C@:8]2([CH3:20])[C:14]([F:16])([F:15])[C:13]([CH3:18])([CH3:17])[O:12][CH2:11][C:10]([NH2:22])=[N:9]2)[CH:7]=1, predict the reactants needed to synthesize it. (4) Given the product [Br:22][C:23]1[C:24]([O:31][CH2:32][C:33]2([CH3:41])[CH2:38][CH2:37][C:36]([F:39])([F:40])[CH2:35][CH2:34]2)=[CH:25][C:26]2[N:27]([CH:1]=[N:30][N:29]=2)[CH:28]=1, predict the reactants needed to synthesize it. The reactants are: [C:1]12(COC3C(Br)=CN=C(NN)C=3)CC3CC(CC(C3)C1)C2.[Br:22][C:23]1[C:24]([O:31][CH2:32][C:33]2([CH3:41])[CH2:38][CH2:37][C:36]([F:40])([F:39])[CH2:35][CH2:34]2)=[CH:25][C:26]([NH:29][NH2:30])=[N:27][CH:28]=1. (5) Given the product [NH2:11][C:10]1[C:5]([NH:4][CH2:3][CH2:2][OH:1])=[C:6]([S:14]([N:17]([CH3:19])[CH3:18])(=[O:15])=[O:16])[CH:7]=[CH:8][CH:9]=1, predict the reactants needed to synthesize it. The reactants are: [OH:1][CH2:2][CH2:3][NH:4][C:5]1[C:10]([N+:11]([O-])=O)=[CH:9][CH:8]=[CH:7][C:6]=1[S:14]([N:17]([CH3:19])[CH3:18])(=[O:16])=[O:15].S(S([O-])=O)([O-])=O.[Na+].[Na+].